From a dataset of Reaction yield outcomes from USPTO patents with 853,638 reactions. Predict the reaction yield, written as a fraction of the theoretical maximum amount of product (1.0 means a 100% yield; for example, 0.34 means a 34% yield). (1) The reactants are [NH2:1][C:2]1[N:7]=[C:6](Cl)[C:5]([C:9]#[N:10])=[C:4]([C:11]2[CH:16]=[CH:15][CH:14]=[C:13]([O:17][CH3:18])[CH:12]=2)[N:3]=1.[SH:19][CH2:20][C:21]([NH2:23])=[O:22].C([O-])([O-])=O.[Na+].[Na+].CC[O-].[Na+]. The catalyst is C(O)C.O. The product is [NH2:1][C:2]1[N:3]=[C:4]([C:11]2[CH:16]=[CH:15][CH:14]=[C:13]([O:17][CH3:18])[CH:12]=2)[C:5]2[C:9]([NH2:10])=[C:20]([C:21]([NH2:23])=[O:22])[S:19][C:6]=2[N:7]=1. The yield is 0.0200. (2) The reactants are [H-].[Na+].[CH2:3]([OH:10])[C:4]1[CH:9]=[CH:8][CH:7]=[CH:6][CH:5]=1.[F:11][C:12]1[CH:17]=[CH:16][CH:15]=[C:14](F)[C:13]=1[N+:19]([O-:21])=[O:20].O. The catalyst is CN(C=O)C.C(OCC)(=O)C. The product is [CH2:3]([O:10][C:14]1[CH:15]=[CH:16][CH:17]=[C:12]([F:11])[C:13]=1[N+:19]([O-:21])=[O:20])[C:4]1[CH:9]=[CH:8][CH:7]=[CH:6][CH:5]=1. The yield is 0.870. (3) The reactants are Cl[C:2]1[N:7]=[CH:6][C:5]([S:8]([N:11]2[C:15]([C:16]3[CH:21]=[CH:20][CH:19]=[CH:18][C:17]=3[F:22])=[CH:14][C:13]([CH:23]=[O:24])=[CH:12]2)(=[O:10])=[O:9])=[CH:4][CH:3]=1.[CH3:25]B(O)O.C(=O)([O-])[O-].[K+].[K+].C(=O)([O-])O.[Na+]. The catalyst is C1C=CC([P]([Pd]([P](C2C=CC=CC=2)(C2C=CC=CC=2)C2C=CC=CC=2)([P](C2C=CC=CC=2)(C2C=CC=CC=2)C2C=CC=CC=2)[P](C2C=CC=CC=2)(C2C=CC=CC=2)C2C=CC=CC=2)(C2C=CC=CC=2)C2C=CC=CC=2)=CC=1.O1CCOCC1. The product is [F:22][C:17]1[CH:18]=[CH:19][CH:20]=[CH:21][C:16]=1[C:15]1[N:11]([S:8]([C:5]2[CH:6]=[N:7][C:2]([CH3:25])=[CH:3][CH:4]=2)(=[O:10])=[O:9])[CH:12]=[C:13]([CH:23]=[O:24])[CH:14]=1. The yield is 0.390. (4) The reactants are [F:1][C:2]([C@@H:5]1[CH2:10][CH2:9][C@H:8]([O:11][C:12]2[CH:13]=[C:14]3[C:19](=[CH:20][CH:21]=2)[CH:18]=[C:17]([C@:22]2([CH3:28])[CH2:26][O:25]C(=O)[NH:23]2)[CH:16]=[CH:15]3)[CH2:7][CH2:6]1)([F:4])[CH3:3]. The catalyst is CCO.O. The product is [NH2:23][C@@:22]([C:17]1[CH:16]=[CH:15][C:14]2[C:19](=[CH:20][CH:21]=[C:12]([O:11][C@H:8]3[CH2:9][CH2:10][C@H:5]([C:2]([F:1])([F:4])[CH3:3])[CH2:6][CH2:7]3)[CH:13]=2)[CH:18]=1)([CH3:28])[CH2:26][OH:25]. The yield is 0.400. (5) The catalyst is C1COCC1. The reactants are [CH:1]([N:14]1[CH2:19][C@@H:18]2[CH2:20][C@H:15]1[CH2:16][N:17]2[C:21]1[N:26]=[CH:25][C:24]([C:27](OCC)=[O:28])=[CH:23][N:22]=1)([C:8]1[CH:13]=[CH:12][CH:11]=[CH:10][CH:9]=1)[C:2]1[CH:7]=[CH:6][CH:5]=[CH:4][CH:3]=1.[OH-:32].[K+].[NH2:34]O.CO. The product is [CH:1]([N:14]1[CH2:19][C@@H:18]2[CH2:20][C@H:15]1[CH2:16][N:17]2[C:21]1[N:26]=[CH:25][C:24]([C:27]([NH:34][OH:32])=[O:28])=[CH:23][N:22]=1)([C:2]1[CH:7]=[CH:6][CH:5]=[CH:4][CH:3]=1)[C:8]1[CH:9]=[CH:10][CH:11]=[CH:12][CH:13]=1. The yield is 0.790. (6) The reactants are [N:1]1[CH:6]=[CH:5][CH:4]=[CH:3][C:2]=1[C@@H:7]1[CH2:11][CH2:10][C@@H:9]([N:12]2C(=O)C3=CC=CC=C3C2=O)[CH2:8]1. The catalyst is CCO. The product is [N:1]1[CH:6]=[CH:5][CH:4]=[CH:3][C:2]=1[C@@H:7]1[CH2:11][CH2:10][C@@H:9]([NH2:12])[CH2:8]1. The yield is 0.700. (7) The reactants are [CH:1]([N:4]1[CH2:9][CH2:8][CH:7]([C:10](OCC)=[O:11])[CH2:6][CH2:5]1)([CH3:3])[CH3:2].[H-].[Al+3].[Li+].[H-].[H-].[H-].C(C(C(C([O-])=O)O)O)([O-])=O.[K+].[Na+]. The catalyst is C1COCC1. The product is [CH:1]([N:4]1[CH2:9][CH2:8][CH:7]([CH2:10][OH:11])[CH2:6][CH2:5]1)([CH3:3])[CH3:2]. The yield is 0.540. (8) The reactants are O(S(C(F)(F)F)(=O)=O)S(C(F)(F)F)(=O)=O.[CH2:16]([O:23][N:24]1[C:30](=[O:31])[N:29]2[CH2:32][C@H:25]1[CH2:26][CH2:27][C@H:28]2[C:33]([NH:35][NH:36][C:37](=[O:41])[C:38]([NH2:40])=[O:39])=O)[C:17]1[CH:22]=[CH:21][CH:20]=[CH:19][CH:18]=1.N1C=CC=CC=1. The catalyst is C(Cl)Cl. The product is [CH2:16]([O:23][N:24]1[C:30](=[O:31])[N:29]2[CH2:32][C@H:25]1[CH2:26][CH2:27][C@H:28]2[C:33]1[O:41][C:37]([C:38]([NH2:40])=[O:39])=[N:36][N:35]=1)[C:17]1[CH:22]=[CH:21][CH:20]=[CH:19][CH:18]=1. The yield is 0.470. (9) The reactants are [N:1]#[C:2]Br.[F:4][C:5]([F:37])([F:36])[C:6]1[CH:7]=[C:8]([CH:29]=[C:30]([C:32]([F:35])([F:34])[F:33])[CH:31]=1)[CH2:9][NH:10][CH:11]1[CH2:17][CH2:16][CH2:15][N:14]([C:18]([O:20][CH:21]([CH3:23])[CH3:22])=[O:19])[C:13]2[CH:24]=[C:25]([Cl:28])[CH:26]=[CH:27][C:12]1=2. The yield is 0.380. The catalyst is CCOCC. The product is [F:37][C:5]([F:4])([F:36])[C:6]1[CH:7]=[C:8]([CH:29]=[C:30]([C:32]([F:33])([F:34])[F:35])[CH:31]=1)[CH2:9][N:10]([C:2]#[N:1])[CH:11]1[CH2:17][CH2:16][CH2:15][N:14]([C:18]([O:20][CH:21]([CH3:23])[CH3:22])=[O:19])[C:13]2[CH:24]=[C:25]([Cl:28])[CH:26]=[CH:27][C:12]1=2.